Predict which catalyst facilitates the given reaction. From a dataset of Catalyst prediction with 721,799 reactions and 888 catalyst types from USPTO. (1) Reactant: [CH2:1]([O:3][C:4](=[O:21])[C:5]1[CH:10]=[CH:9][C:8]([N:11]=[CH:12][C:13]2[CH:18]=[C:17]([Br:19])[CH:16]=[CH:15][C:14]=2[F:20])=[CH:7][CH:6]=1)[CH3:2].O.[O-]S(C(F)(F)F)(=O)=O.[Yb+3].[O-]S(C(F)(F)F)(=O)=O.[O-]S(C(F)(F)F)(=O)=O.[CH:48](=[O:52])[CH:49]([CH3:51])[CH3:50].O. Product: [CH2:1]([O:3][C:4]([C:5]1[CH:10]=[C:9]2[C:8](=[CH:7][CH:6]=1)[NH:11][CH:12]([C:13]1[CH:18]=[C:17]([Br:19])[CH:16]=[CH:15][C:14]=1[F:20])[C:49]([CH3:51])([CH3:50])[CH:48]2[OH:52])=[O:21])[CH3:2]. The catalyst class is: 7. (2) Reactant: [OH:1][C:2]1[CH:7]=[CH:6][C:5]([C:8]2[CH:13]=[CH:12][C:11]([C:14]([OH:16])=O)=[CH:10][CH:9]=2)=[CH:4][CH:3]=1.[NH:17]1[CH2:22][CH2:21][O:20][CH2:19][CH2:18]1.C(N(CC)CC)C.Cl.CN(C)CCCN=C=NCC. Product: [N:17]1([C:14]([C:11]2[CH:10]=[CH:9][C:8]([C:5]3[CH:4]=[CH:3][C:2]([OH:1])=[CH:7][CH:6]=3)=[CH:13][CH:12]=2)=[O:16])[CH2:22][CH2:21][O:20][CH2:19][CH2:18]1. The catalyst class is: 4. (3) Reactant: [Cl:1][C:2]1[CH:3]=[C:4]([C:8]2[CH:12]=[CH:11][NH:10][N:9]=2)[CH:5]=[CH:6][CH:7]=1.CC([O-])(C)C.[Na+].Br[CH2:20][C:21]1[C:30]2[C:25](=[C:26]([F:31])[CH:27]=[CH:28][CH:29]=2)[NH:24][C:23](=[O:32])[CH:22]=1.O. Product: [Cl:1][C:2]1[CH:3]=[C:4]([C:8]2[CH:12]=[CH:11][N:10]([CH2:20][C:21]3[C:30]4[C:25](=[C:26]([F:31])[CH:27]=[CH:28][CH:29]=4)[NH:24][C:23](=[O:32])[CH:22]=3)[N:9]=2)[CH:5]=[CH:6][CH:7]=1. The catalyst class is: 16. (4) Reactant: C(OC(/[N:8]=[C:9]1\[N:10]([CH2:34][C:35]2[CH:40]=[CH:39][CH:38]=[CH:37][C:36]=2[Cl:41])[C:11]2[CH:33]=[CH:32][CH:31]=[CH:30][C:12]=2[N:13]\1[C:14]1[CH:19]=[CH:18][C:17]([C:20]2[C:21]([C:27](O)=[O:28])=[CH:22][CH:23]=[C:24]([Cl:26])[CH:25]=2)=[CH:16][CH:15]=1)=O)(C)(C)C.CN(C(ON1N=NC2C=CC=NC1=2)=[N+](C)C)C.F[P-](F)(F)(F)(F)F.CCN(C(C)C)C(C)C.[CH3:75][NH2:76].C1COCC1. Product: [CH3:75][NH:76][C:27]([C:21]1[C:20]([C:17]2[CH:16]=[CH:15][C:14]([N:13]3[C:12]4[CH:30]=[CH:31][CH:32]=[CH:33][C:11]=4[N:10]([CH2:34][C:35]4[CH:40]=[CH:39][CH:38]=[CH:37][C:36]=4[Cl:41])[C:9]3=[NH:8])=[CH:19][CH:18]=2)=[CH:25][C:24]([Cl:26])=[CH:23][CH:22]=1)=[O:28]. The catalyst class is: 3.